From a dataset of Reaction yield outcomes from USPTO patents with 853,638 reactions. Predict the reaction yield, written as a fraction of the theoretical maximum amount of product (1.0 means a 100% yield; for example, 0.34 means a 34% yield). (1) The product is [F:18][C:16]1([F:19])[CH2:17][CH:14]([CH2:13][O:12][C:3]2[CH:4]=[CH:5][C:6]([C:8]([OH:10])=[O:9])=[N:7][C:2]=2[O:21][CH3:20])[CH2:15]1. The yield is 0.846. The catalyst is O1CCOCC1. The reactants are Cl[C:2]1[N:7]=[C:6]([C:8]([O:10]C)=[O:9])[CH:5]=[CH:4][C:3]=1[O:12][CH2:13][CH:14]1[CH2:17][C:16]([F:19])([F:18])[CH2:15]1.[CH3:20][O-:21].[Na+].O. (2) The reactants are C([C:3]1[N:8]=[CH:7][CH:6]=[CH:5][N:4]=1)#N.[CH3:9][Mg]Br.C(Cl)(Cl)Cl.[CH3:16][OH:17]. The catalyst is C1COCC1.O. The product is [N:4]1[CH:5]=[CH:6][CH:7]=[N:8][C:3]=1[C:16](=[O:17])[CH3:9]. The yield is 0.480. (3) The product is [OH:38][C:39]1([C@@H:35]([CH3:36])[C:34](=[O:37])[N:29]2[C@@H:28]([CH2:21][C:22]3[CH:23]=[CH:24][CH:25]=[CH:26][CH:27]=3)[CH2:32][O:31][C:30]2=[O:33])[CH2:42][N:41]([C:43]([O:45][CH2:46][C:47]2[CH:52]=[CH:51][CH:50]=[CH:49][CH:48]=2)=[O:44])[CH2:40]1. The catalyst is C1COCC1. The yield is 0.360. The reactants are C(NC(C)C)(C)C.C([Li])CCC.C([N-]C(C)C)(C)C.[Li+].[CH2:21]([C@H:28]1[CH2:32][O:31][C:30](=[O:33])[N:29]1[C:34](=[O:37])[CH2:35][CH3:36])[C:22]1[CH:27]=[CH:26][CH:25]=[CH:24][CH:23]=1.[O:38]=[C:39]1[CH2:42][N:41]([C:43]([O:45][CH2:46][C:47]2[CH:52]=[CH:51][CH:50]=[CH:49][CH:48]=2)=[O:44])[CH2:40]1.